Dataset: M1 muscarinic receptor antagonist screen with 61,756 compounds. Task: Binary Classification. Given a drug SMILES string, predict its activity (active/inactive) in a high-throughput screening assay against a specified biological target. (1) The compound is S1CC(OC(=O)C)Cn2c3c(nc12)cccc3. The result is 0 (inactive). (2) The drug is S(=O)(=O)(N1CCN(CC1)Cc1cc2OCOc2cc1)c1cc(F)c(F)cc1. The result is 0 (inactive). (3) The compound is O1N=C(CC1C(=O)NCc1ccc(OC)cc1)c1cc(OC)ccc1. The result is 0 (inactive). (4) The compound is O=c1n(c(=O)c2n[nH]c(c12)C(OCC)=O)CC. The result is 0 (inactive). (5) The molecule is Fc1c(NC(=O)CCN2C(=O)C3C(C4CC3C=C4)C2=O)c(F)ccc1. The result is 0 (inactive). (6) The molecule is FC(F)(C(F)(F)C(=O)NCCCOC)C(=O)NCCCOC. The result is 0 (inactive). (7) The compound is S(=O)(=O)(Cc1oc(C(=O)N2CCN(C3CCCCC3)CC2)cc1)c1c(cccc1)C. The result is 0 (inactive). (8) The drug is S\1CC(O)(N(C1=N/c1cccnc1)CC=C)c1ccc(cc1)C. The result is 1 (active).